This data is from Forward reaction prediction with 1.9M reactions from USPTO patents (1976-2016). The task is: Predict the product of the given reaction. (1) Given the reactants C(OC(N1CCC(=C/C=C/C2C=CC=CC=2)CC1)=O)(C)(C)C.[Cl:23][C:24]1[CH:29]=[CH:28][CH:27]=[CH:26][C:25]=1/[CH:30]=[CH:31]/[CH2:32]P(OCC)(OCC)=O.C(P(=O)(OCC)OCC)C=CC1C=CC=CC=1.[CH3:58][C:59]1[N:64]=[C:63]([N:65]2[CH2:70][CH2:69][C:68](=O)[CH2:67][CH2:66]2)[C:62]([N+:72]([O-:74])=[O:73])=[CH:61][CH:60]=1, predict the reaction product. The product is: [Cl:23][C:24]1[CH:29]=[CH:28][CH:27]=[CH:26][C:25]=1/[CH:30]=[CH:31]/[CH:32]=[C:68]1[CH2:69][CH2:70][N:65]([C:63]2[C:62]([N+:72]([O-:74])=[O:73])=[CH:61][CH:60]=[C:59]([CH3:58])[N:64]=2)[CH2:66][CH2:67]1. (2) Given the reactants [CH3:1][C:2]([NH:6][S:7]([C:10]1[CH:15]=[CH:14][C:13]([C:16]2[CH:21]=[CH:20][C:19]([C:22]([F:25])([F:24])[F:23])=[CH:18][CH:17]=2)=[CH:12][CH:11]=1)(=[O:9])=[O:8])([C:4]#[CH:5])[CH3:3].C(=O)([O-])[O-].[K+].[K+].Br[CH2:33][CH2:34][O:35][CH3:36], predict the reaction product. The product is: [CH3:36][O:35][CH2:34][CH2:33][N:6]([C:2]([CH3:1])([C:4]#[CH:5])[CH3:3])[S:7]([C:10]1[CH:15]=[CH:14][C:13]([C:16]2[CH:17]=[CH:18][C:19]([C:22]([F:25])([F:24])[F:23])=[CH:20][CH:21]=2)=[CH:12][CH:11]=1)(=[O:8])=[O:9]. (3) Given the reactants [Cl:1][C:2]1[CH:3]=[C:4]([CH:6]=[CH:7][C:8]=1I)[NH2:5].C([Sn](CCCC)(CCCC)[C:15]1[CH:20]=[N:19][CH:18]=[CH:17][N:16]=1)CCC, predict the reaction product. The product is: [Cl:1][C:2]1[CH:3]=[C:4]([NH2:5])[CH:6]=[CH:7][C:8]=1[C:15]1[CH:20]=[N:19][CH:18]=[CH:17][N:16]=1. (4) Given the reactants Br[C:2]1[CH:3]=[CH:4][C:5]([F:26])=[C:6]([C@:8]2([CH3:25])[CH2:16][C:12]3([CH2:15][CH2:14][CH2:13]3)[O:11][C:10]([NH:17]C(=O)OC(C)(C)C)=[N:9]2)[CH:7]=1.BrC1C=CC(F)=C(C2(C)CC3(CCOCC3)OC(N)=N2)C=1.[F:48][C:49]1[CH:59]=[CH:58][C:52](/[CH:53]=[CH:54]/B(O)O)=[CH:51][CH:50]=1, predict the reaction product. The product is: [F:26][C:5]1[CH:4]=[CH:3][C:2](/[CH:54]=[CH:53]/[C:52]2[CH:58]=[CH:59][C:49]([F:48])=[CH:50][CH:51]=2)=[CH:7][C:6]=1[C@:8]1([CH3:25])[CH2:16][C:12]2([CH2:15][CH2:14][CH2:13]2)[O:11][C:10]([NH2:17])=[N:9]1. (5) The product is: [C:1]([O:5][C:6](=[O:19])[NH:7][CH2:8][CH2:9][CH:10]([C:12]1[CH:17]=[CH:16][CH:15]=[C:14]([Cl:18])[CH:13]=1)[N:24]1[C:20](=[O:30])[C:21]2[C:22](=[CH:26][CH:27]=[CH:28][CH:29]=2)[C:23]1=[O:25])([CH3:4])([CH3:3])[CH3:2]. Given the reactants [C:1]([O:5][C:6](=[O:19])[NH:7][CH2:8][CH2:9][CH:10]([C:12]1[CH:17]=[CH:16][CH:15]=[C:14]([Cl:18])[CH:13]=1)O)([CH3:4])([CH3:3])[CH3:2].[C:20]1(=[O:30])[NH:24][C:23](=[O:25])[C:22]2=[CH:26][CH:27]=[CH:28][CH:29]=[C:21]12.C1C=CC(P(C2C=CC=CC=2)C2C=CC=CC=2)=CC=1.CCOC(/N=N/C(OCC)=O)=O, predict the reaction product. (6) Given the reactants [NH2:1][C@H:2]([C:17]([OH:19])=[O:18])[CH2:3][CH2:4][CH2:5][NH:6][C:7]([O:9][CH2:10][C:11]1[CH:16]=[CH:15][CH:14]=[CH:13][CH:12]=1)=[O:8].[CH:20](O)=[O:21].C(OC(=O)C)(=O)C, predict the reaction product. The product is: [NH:1]([CH:20]=[O:21])[C@H:2]([C:17]([OH:19])=[O:18])[CH2:3][CH2:4][CH2:5][NH:6][C:7]([O:9][CH2:10][C:11]1[CH:16]=[CH:15][CH:14]=[CH:13][CH:12]=1)=[O:8]. (7) Given the reactants [NH2:1][C:2]1[CH:7]=[CH:6][C:5]([CH:8]2[CH2:13][CH2:12]C[CH:10]([CH2:14][C:15]([O:17][CH2:18][CH3:19])=[O:16])[CH2:9]2)=[CH:4][CH:3]=1.C1(C(=NC2C=CC([C@@H]3CCC(=CC(OCC)=O)C3)=CC=2)C2C=CC=CC=2)C=CC=CC=1, predict the reaction product. The product is: [NH2:1][C:2]1[CH:3]=[CH:4][C:5]([C@@H:8]2[CH2:13][CH2:12][C:10](=[CH:14][C:15]([O:17][CH2:18][CH3:19])=[O:16])[CH2:9]2)=[CH:6][CH:7]=1.